This data is from Reaction yield outcomes from USPTO patents with 853,638 reactions. The task is: Predict the reaction yield, written as a fraction of the theoretical maximum amount of product (1.0 means a 100% yield; for example, 0.34 means a 34% yield). (1) The reactants are [CH3:1][O:2][C:3]([C:5]1[CH:6]=[C:7]([C:12]2[CH:17]=[CH:16][C:15]([CH3:18])=[CH:14][CH:13]=2)[CH:8]=[C:9](N)[CH:10]=1)=[O:4].N(OCCC(C)C)=O.[I:27]CI. The catalyst is N1CCCCC1.C(#N)C. The product is [CH3:1][O:2][C:3]([C:5]1[CH:6]=[C:7]([C:12]2[CH:17]=[CH:16][C:15]([CH3:18])=[CH:14][CH:13]=2)[CH:8]=[C:9]([I:27])[CH:10]=1)=[O:4]. The yield is 0.660. (2) The catalyst is OS(O)(=O)=O. The reactants are C([O:5][C:6]([CH:8]1[CH:12]([C:13]2[CH:18]=[CH:17][CH:16]=[C:15]([Cl:19])[CH:14]=2)[C:11]([C:22]2[CH:27]=[CH:26][C:25]([Cl:28])=[CH:24][CH:23]=2)([C:20]#[N:21])[CH:10]([CH2:29][C:30]([CH3:33])([CH3:32])[CH3:31])[NH:9]1)=[O:7])(C)(C)C. The product is [Cl:19][C:15]1[CH:14]=[C:13]([CH:12]2[C:11]([C:22]3[CH:27]=[CH:26][C:25]([Cl:28])=[CH:24][CH:23]=3)([C:20]#[N:21])[CH:10]([CH2:29][C:30]([CH3:31])([CH3:32])[CH3:33])[NH:9][CH:8]2[C:6]([OH:7])=[O:5])[CH:18]=[CH:17][CH:16]=1. The yield is 1.00. (3) The reactants are [CH3:1][O:2][C:3]1[CH:4]=[C:5](/[CH:9]=[CH:10]/[C:11]([OH:13])=O)[CH:6]=[CH:7][CH:8]=1.C(N(CC)CC)C.C1C=CC(P([N:35]=[N+:36]=[N-:37])(C2C=CC=CC=2)=O)=CC=1. The catalyst is C1C=CC=CC=1. The product is [CH3:1][O:2][C:3]1[CH:4]=[C:5](/[CH:9]=[CH:10]/[C:11]([N:35]=[N+:36]=[N-:37])=[O:13])[CH:6]=[CH:7][CH:8]=1. The yield is 0.790. (4) The reactants are [OH-].[K+].[N+:3]([C:6]1[CH:11]=[CH:10][CH:9]=[CH:8][C:7]=1[S:12]([NH:15][C:16]1[CH:21]=[CH:20][CH:19]=[CH:18][CH:17]=1)(=[O:14])=[O:13])([O-:5])=[O:4].[Br:22][C:23]1[CH:24]=[CH:25][C:26]2[N:27]([CH2:37][CH2:38][CH2:39]Br)[C:28]3[C:33]([C:34]=2[CH:35]=1)=[CH:32][C:31]([Br:36])=[CH:30][CH:29]=3. The catalyst is CN(C=O)C.CCOC(C)=O. The product is [Br:36][C:31]1[CH:30]=[CH:29][C:28]2[N:27]([CH2:37][CH2:38][CH2:39][N:15]([C:16]3[CH:17]=[CH:18][CH:19]=[CH:20][CH:21]=3)[S:12]([C:7]3[CH:8]=[CH:9][CH:10]=[CH:11][C:6]=3[N+:3]([O-:5])=[O:4])(=[O:14])=[O:13])[C:26]3[C:34]([C:33]=2[CH:32]=1)=[CH:35][C:23]([Br:22])=[CH:24][CH:25]=3. The yield is 0.355. (5) The reactants are CC([Si](C1C=CC=CC=1)(C1C=CC=CC=1)[O:6][C:7]1[C:15]2[N:14]=[C:13]([CH3:16])[N:12]([CH2:17][C:18]3[C:27]4[C:22](=[CH:23][CH:24]=[CH:25][CH:26]=4)[CH:21]=[CH:20][CH:19]=3)[C:11]=2[CH:10]=[C:9]([N:28]2[CH2:33][CH2:32][O:31][CH2:30][CH2:29]2)[CH:8]=1)(C)C.CCCC[N+](CCCC)(CCCC)CCCC.[F-]. The catalyst is C1COCC1. The product is [CH3:16][C:13]1[N:12]([CH2:17][C:18]2[C:27]3[C:22](=[CH:23][CH:24]=[CH:25][CH:26]=3)[CH:21]=[CH:20][CH:19]=2)[C:11]2[CH:10]=[C:9]([N:28]3[CH2:33][CH2:32][O:31][CH2:30][CH2:29]3)[CH:8]=[C:7]([OH:6])[C:15]=2[N:14]=1. The yield is 0.940. (6) The reactants are [NH2:1][C:2]1[CH:3]=[CH:4][C:5]([S:10]([CH2:13][CH3:14])(=[O:12])=[O:11])=[C:6]([CH:9]=1)[C:7]#[N:8].Cl[S:16]([NH:19][C:20](=[O:29])[O:21][CH2:22][C:23]1[CH:28]=[CH:27][CH:26]=[CH:25][CH:24]=1)(=[O:18])=[O:17]. The catalyst is C(Cl)Cl. The product is [C:23]1([CH2:22][O:21][C:20](=[O:29])[NH:19][S:16]([NH:1][C:2]2[CH:3]=[CH:4][C:5]([S:10]([CH2:13][CH3:14])(=[O:12])=[O:11])=[C:6]([C:7]#[N:8])[CH:9]=2)(=[O:18])=[O:17])[CH:24]=[CH:25][CH:26]=[CH:27][CH:28]=1. The yield is 0.840. (7) The reactants are [F:1][C:2]([F:13])([F:12])[C:3]1[CH:8]=[CH:7][C:6]([N:9]=[C:10]=S)=[CH:5][CH:4]=1.[CH3:14][NH:15][C:16]1[CH:30]=[CH:29][C:19]([O:20][C:21]2[CH:26]=[CH:25][N:24]=[C:23]([C:27]#[N:28])[CH:22]=2)=[CH:18][C:17]=1[NH2:31].CCN(C(C)C)C(C)C.[Cl-].ClC1N(C)CC[NH+]1C. The catalyst is CC#N.O. The product is [CH3:14][N:15]1[C:16]2[CH:30]=[CH:29][C:19]([O:20][C:21]3[CH:26]=[CH:25][N:24]=[C:23]([C:27]#[N:28])[CH:22]=3)=[CH:18][C:17]=2[N:31]=[C:10]1[NH:9][C:6]1[CH:7]=[CH:8][C:3]([C:2]([F:13])([F:12])[F:1])=[CH:4][CH:5]=1. The yield is 0.780. (8) The reactants are [N:1]1([CH2:7][CH2:8][CH2:9][O:10][C:11]2[CH:19]=[CH:18][C:17]3[N:16]4[CH2:20][CH2:21][NH:22][C:23](=[O:24])[C:15]4=[CH:14][C:13]=3[CH:12]=2)[CH2:6][CH2:5][CH2:4][CH2:3][CH2:2]1.C[C@@H]1CCCN1. No catalyst specified. The product is [CH3:2][C@@H:3]1[CH2:4][CH2:5][CH2:6][N:1]1[CH2:7][CH2:8][CH2:9][O:10][C:11]1[CH:19]=[CH:18][C:17]2[N:16]3[CH2:20][CH2:21][NH:22][C:23](=[O:24])[C:15]3=[CH:14][C:13]=2[CH:12]=1. The yield is 0.160. (9) The reactants are [CH:1]1[C:10]2[C:5](=[CH:6][CH:7]=[CH:8][CH:9]=2)[C:4]([NH:11][C:12](=[O:20])OC2C=CC=CC=2)=[CH:3][N:2]=1.[CH3:21][CH:22]1[CH2:27][CH2:26][N:25]([C:28]2[C:33]([CH2:34][NH2:35])=[CH:32][CH:31]=[C:30]([C:36]([F:39])([F:38])[F:37])[N:29]=2)[CH2:24][CH2:23]1.C(N(CC)CC)C. The catalyst is CS(C)=O.O. The product is [CH:1]1[C:10]2[C:5](=[CH:6][CH:7]=[CH:8][CH:9]=2)[C:4]([NH:11][C:12]([NH:35][CH2:34][C:33]2[C:28]([N:25]3[CH2:26][CH2:27][CH:22]([CH3:21])[CH2:23][CH2:24]3)=[N:29][C:30]([C:36]([F:39])([F:37])[F:38])=[CH:31][CH:32]=2)=[O:20])=[CH:3][N:2]=1. The yield is 0.500. (10) The reactants are [CH3:1][O:2][C:3]1[CH:4]=[C:5]([C:11]([CH3:15])([CH3:14])[CH2:12][NH2:13])[CH:6]=[CH:7][C:8]=1[O:9][CH3:10].[O:16]1[C:20]2[CH:21]=[CH:22][CH:23]=[CH:24][C:19]=2[CH:18]=[C:17]1[C:25](Cl)=[O:26].C(N(CC)CC)C. The catalyst is O1CCOCC1. The product is [CH3:1][O:2][C:3]1[CH:4]=[C:5]([C:11]([CH3:15])([CH3:14])[CH2:12][NH:13][C:25]([C:17]2[O:16][C:20]3[CH:21]=[CH:22][CH:23]=[CH:24][C:19]=3[CH:18]=2)=[O:26])[CH:6]=[CH:7][C:8]=1[O:9][CH3:10]. The yield is 0.863.